This data is from Catalyst prediction with 721,799 reactions and 888 catalyst types from USPTO. The task is: Predict which catalyst facilitates the given reaction. (1) Reactant: [NH2:1][C:2]1[CH:11]=[CH:10][C:9]([C:12]([C:14]2[N:22]3[C:17]([CH:18]=[CH:19][CH:20]=[CH:21]3)=[C:16]([C:23]3[CH:28]=[CH:27][CH:26]=[C:25]([O:29][CH2:30][C:31]([O:33]C(C)(C)C)=[O:32])[CH:24]=3)[C:15]=2[CH3:38])=[O:13])=[CH:8][C:3]=1[C:4]([O:6][CH3:7])=[O:5].O. Product: [NH2:1][C:2]1[CH:11]=[CH:10][C:9]([C:12]([C:14]2[N:22]3[C:17]([CH:18]=[CH:19][CH:20]=[CH:21]3)=[C:16]([C:23]3[CH:24]=[C:25]([CH:26]=[CH:27][CH:28]=3)[O:29][CH2:30][C:31]([OH:33])=[O:32])[C:15]=2[CH3:38])=[O:13])=[CH:8][C:3]=1[C:4]([O:6][CH3:7])=[O:5]. The catalyst class is: 330. (2) Reactant: C[O:2][C:3](=[O:28])[C:4]1[CH:9]=[CH:8][C:7]([CH2:10][O:11][C:12]2[CH:13]=[N:14][CH:15]=[CH:16][CH:17]=2)=[CH:6][C:5]=1[C:18]1[CH:23]=[CH:22][CH:21]=[CH:20][C:19]=1[C:24]([F:27])([F:26])[F:25].[Li+].[OH-]. Product: [N:14]1[CH:15]=[CH:16][CH:17]=[C:12]([O:11][CH2:10][C:7]2[CH:8]=[CH:9][C:4]([C:3]([OH:28])=[O:2])=[C:5]([C:18]3[CH:23]=[CH:22][CH:21]=[CH:20][C:19]=3[C:24]([F:25])([F:27])[F:26])[CH:6]=2)[CH:13]=1. The catalyst class is: 5. (3) Reactant: [Cl:1][C:2]1[CH:3]=[C:4]([N:9]2[CH2:15][C@@H:14]3[C@@H:11]([CH2:12][N:13]3C(OC(C)(C)C)=O)[CH2:10]2)[CH:5]=[N:6][C:7]=1[Cl:8].[C:23]1([S:29]([OH:32])(=[O:31])=[O:30])[CH:28]=[CH:27][CH:26]=[CH:25][CH:24]=1. Product: [C:23]1([S:29]([OH:32])(=[O:31])=[O:30])[CH:28]=[CH:27][CH:26]=[CH:25][CH:24]=1.[Cl:1][C:2]1[CH:3]=[C:4]([N:9]2[CH2:15][C@@H:14]3[C@@H:11]([CH2:12][NH:13]3)[CH2:10]2)[CH:5]=[N:6][C:7]=1[Cl:8]. The catalyst class is: 259. (4) Reactant: [N:1]([C:4]1[CH:9]=[CH:8][C:7]([O:10][CH3:11])=[CH:6][CH:5]=1)=[N+:2]=[N-:3].[F:12][C:13]1[CH:18]=[C:17]([C:19]([F:22])([F:21])[F:20])[CH:16]=[CH:15][C:14]=1[CH2:23][C:24]#[N:25].C[O-].[Na+]. Product: [F:12][C:13]1[CH:18]=[C:17]([C:19]([F:21])([F:22])[F:20])[CH:16]=[CH:15][C:14]=1[C:23]1[N:3]=[N:2][N:1]([C:4]2[CH:5]=[CH:6][C:7]([O:10][CH3:11])=[CH:8][CH:9]=2)[C:24]=1[NH2:25]. The catalyst class is: 8. (5) Reactant: O.[OH-].[Li+].O.[F:5][C:6]1[CH:14]=[C:13]2[C:9]([C:10]([C:25]([O:27]C)=[O:26])=[CH:11][N:12]2[C:15]2[C:24]3[C:19](=[CH:20][CH:21]=[CH:22][CH:23]=3)[N:18]=[CH:17][CH:16]=2)=[CH:8][CH:7]=1.Cl. Product: [C:25]([C:10]1[C:9]2[C:13](=[CH:14][C:6]([F:5])=[CH:7][CH:8]=2)[N:12]([C:15]2[C:24]3[C:19](=[CH:20][CH:21]=[CH:22][CH:23]=3)[N:18]=[CH:17][CH:16]=2)[CH:11]=1)([OH:27])=[O:26]. The catalyst class is: 7. (6) Reactant: [C:1]1([CH:7]([CH:10]=O)[CH:8]=O)[CH:6]=[CH:5][CH:4]=[CH:3][CH:2]=1.[CH3:12][NH:13][NH2:14]. Product: [CH3:12][N:13]1[CH:10]=[C:7]([C:1]2[CH:6]=[CH:5][CH:4]=[CH:3][CH:2]=2)[CH:8]=[N:14]1. The catalyst class is: 8. (7) Product: [CH3:14][O:15][C:16](=[O:28])[C@H:17]([OH:27])[C@@H:18]([NH:26][C:11]([C:9]1[NH:8][C:5]2=[CH:6][N:7]=[C:2]([Cl:1])[CH:3]=[C:4]2[CH:10]=1)=[O:13])[CH2:19][C:20]1[CH:25]=[CH:24][CH:23]=[CH:22][CH:21]=1. The catalyst class is: 3. Reactant: [Cl:1][C:2]1[CH:3]=[C:4]2[CH:10]=[C:9]([C:11]([OH:13])=O)[NH:8][C:5]2=[CH:6][N:7]=1.[CH3:14][O:15][C:16](=[O:28])[C@H:17]([OH:27])[C@@H:18]([NH2:26])[CH2:19][C:20]1[CH:25]=[CH:24][CH:23]=[CH:22][CH:21]=1.C1C=CC2N(O)N=NC=2C=1.CCN(C(C)C)C(C)C.CCN=C=NCCCN(C)C.